This data is from Peptide-MHC class I binding affinity with 185,985 pairs from IEDB/IMGT. The task is: Regression. Given a peptide amino acid sequence and an MHC pseudo amino acid sequence, predict their binding affinity value. This is MHC class I binding data. The peptide sequence is SMMGFKMNY. The MHC is HLA-A26:01 with pseudo-sequence HLA-A26:01. The binding affinity (normalized) is 0.236.